From a dataset of Full USPTO retrosynthesis dataset with 1.9M reactions from patents (1976-2016). Predict the reactants needed to synthesize the given product. Given the product [Cl:35][C:22]1[C:23]([CH2:25][O:26][CH:27]2[CH2:28][CH2:29][C:30]([F:34])([F:33])[CH2:31][CH2:32]2)=[CH:24][C:19]2[O:18][N:17]=[C:16]([NH2:8])[C:20]=2[CH:21]=1, predict the reactants needed to synthesize it. The reactants are: C(OC([N:8]([C:16]1[C:20]2[CH:21]=[C:22]([Cl:35])[C:23]([CH2:25][O:26][CH:27]3[CH2:32][CH2:31][C:30]([F:34])([F:33])[CH2:29][CH2:28]3)=[CH:24][C:19]=2[O:18][N:17]=1)C(=O)OC(C)(C)C)=O)(C)(C)C.